The task is: Predict the reaction yield, written as a fraction of the theoretical maximum amount of product (1.0 means a 100% yield; for example, 0.34 means a 34% yield).. This data is from Reaction yield outcomes from USPTO patents with 853,638 reactions. (1) The reactants are [F:1][C:2]1[CH:17]=[C:16]([CH:18]=O)[CH:15]=[CH:14][C:3]=1[O:4][C:5]1[N:6]=[CH:7][C:8]([C:11]([NH2:13])=[O:12])=[N:9][CH:10]=1.[F:20][C:21]1[CH:29]=[CH:28][C:24]([CH2:25][CH2:26][NH2:27])=[CH:23][CH:22]=1.[BH4-].[Na+]. The catalyst is CO. The product is [F:1][C:2]1[CH:17]=[C:16]([CH2:18][NH:27][CH2:26][CH2:25][C:24]2[CH:28]=[CH:29][C:21]([F:20])=[CH:22][CH:23]=2)[CH:15]=[CH:14][C:3]=1[O:4][C:5]1[N:6]=[CH:7][C:8]([C:11]([NH2:13])=[O:12])=[N:9][CH:10]=1. The yield is 0.650. (2) The reactants are [Br:1][C:2]1[CH:3]=[C:4]2[CH2:10][CH2:9][CH2:8][C:5]2=[N:6][CH:7]=1.C([O-])(=O)C.[K+].C(O)(=O)C.[CH:20](=O)[C:21]1[CH:26]=[CH:25][CH:24]=[CH:23][CH:22]=1. The catalyst is CCOC(C)=O. The product is [CH:20](=[C:8]1/[CH2:9][CH2:10][C:4]2[C:5]/1=[N:6][CH:7]=[C:2]([Br:1])[CH:3]=2)/[C:21]1[CH:26]=[CH:25][CH:24]=[CH:23][CH:22]=1. The yield is 0.590. (3) The reactants are [CH3:1][O:2][C:3]([NH:5][C@H:6]([C:58]1[CH:63]=[CH:62][CH:61]=[CH:60][CH:59]=1)[C:7]([N:9]1[CH2:13][CH2:12][CH2:11][C@H:10]1[C:14]1[NH:18][C:17]2[C:19]3[C:24]([CH2:25][CH2:26][C:16]=2[N:15]=1)=[CH:23][C:22]([C:27]1[CH:28]=[C:29]2[C:34](=[CH:35][CH:36]=1)[CH:33]=[C:32]([C:37]1[NH:41][C:40]([C@@H:42]4[CH2:46][CH2:45][CH2:44][N:43]4[C:47](=[O:57])[C@@H:48]([NH:52][C:53](=[O:56])[O:54][CH3:55])[CH:49]([CH3:51])[CH3:50])=[N:39][CH:38]=1)[CH:31]=[CH:30]2)=[CH:21][CH:20]=3)=[O:8])=[O:4]. The catalyst is C(Cl)Cl.O=[Mn]=O. The product is [CH3:1][O:2][C:3]([NH:5][C@H:6]([C:58]1[CH:59]=[CH:60][CH:61]=[CH:62][CH:63]=1)[C:7]([N:9]1[CH2:13][CH2:12][CH2:11][C@H:10]1[C:14]1[NH:18][C:17]2[C:19]3[C:24]([CH:25]=[CH:26][C:16]=2[N:15]=1)=[CH:23][C:22]([C:27]1[CH:28]=[C:29]2[C:34](=[CH:35][CH:36]=1)[CH:33]=[C:32]([C:37]1[NH:41][C:40]([C@@H:42]4[CH2:46][CH2:45][CH2:44][N:43]4[C:47](=[O:57])[C@@H:48]([NH:52][C:53](=[O:56])[O:54][CH3:55])[CH:49]([CH3:51])[CH3:50])=[N:39][CH:38]=1)[CH:31]=[CH:30]2)=[CH:21][CH:20]=3)=[O:8])=[O:4]. The yield is 0.290. (4) The reactants are Cl[C:2]1[CH:3]=[C:4]([NH:10][C:11]2[CH:16]=[CH:15][C:14]([C:17]([N:19]3[C@@H:24]([CH3:25])[CH2:23][O:22][CH2:21][C@@H:20]3[CH3:26])=[O:18])=[CH:13][N:12]=2)[C:5](=[O:9])[N:6]([CH3:8])[N:7]=1.[C:27]([O:30][CH2:31][C:32]1[C:33]([N:47]2[CH2:58][CH2:57][N:56]3[C:49](=[CH:50][C:51]4[CH2:52][C:53]([CH3:60])([CH3:59])[CH2:54][C:55]=43)[C:48]2=[O:61])=[N:34][CH:35]=[CH:36][C:37]=1B1OC(C)(C)C(C)(C)O1)(=[O:29])[CH3:28].[O-]P([O-])([O-])=O.[K+].[K+].[K+].C([O-])(=O)C.[Na+]. The catalyst is O.C1C=CC(P(C2C=CC=CC=2)[C-]2C=CC=C2)=CC=1.C1C=CC(P(C2C=CC=CC=2)[C-]2C=CC=C2)=CC=1.Cl[Pd]Cl.[Fe+2].C(#N)C. The product is [C:27]([O:30][CH2:31][C:32]1[C:33]([N:47]2[CH2:58][CH2:57][N:56]3[C:49](=[CH:50][C:51]4[CH2:52][C:53]([CH3:60])([CH3:59])[CH2:54][C:55]=43)[C:48]2=[O:61])=[N:34][CH:35]=[CH:36][C:37]=1[C:2]1[CH:3]=[C:4]([NH:10][C:11]2[CH:16]=[CH:15][C:14]([C:17]([N:19]3[C@@H:24]([CH3:25])[CH2:23][O:22][CH2:21][C@@H:20]3[CH3:26])=[O:18])=[CH:13][N:12]=2)[C:5](=[O:9])[N:6]([CH3:8])[N:7]=1)(=[O:29])[CH3:28]. The yield is 0.520. (5) The reactants are [CH3:1][O:2][C:3]1[CH:4]=[C:5]([S:25]([C:28]2[CH:38]=[CH:37][C:31]([O:32][CH2:33][C:34]([OH:36])=[O:35])=[CH:30][CH:29]=2)(=[O:27])=[O:26])[C:6]2[NH:10][C:9]([S:11]([CH2:13][C:14]3[C:19]([CH3:20])=[C:18]([O:21][CH3:22])[C:17]([CH3:23])=[CH:16][N:15]=3)=[O:12])=[N:8][C:7]=2[CH:24]=1.C(=O)(O)[O-:40].[Na+:43]. The catalyst is C(COC)OC.O. The product is [Na+:43].[CH3:1][O:2][C:3]1[CH:4]=[C:5]([S:25]([C:28]2[CH:38]=[CH:37][C:31]([O:32][CH2:33][C:34]([O-:36])=[O:35])=[CH:30][CH:29]=2)(=[O:26])=[O:27])[C:6]2[NH:10][C:9]([S:11]([CH2:13][C:14]3[C:19]([CH3:20])=[C:18]([O:21][CH3:22])[C:17]([CH3:23])=[CH:16][N:15]=3)(=[O:40])=[O:12])=[N:8][C:7]=2[CH:24]=1. The yield is 0.880. (6) The reactants are Cl[C:2]1[C:3]2[CH:10]=[CH:9][N:8]([CH2:11][O:12][CH2:13][CH2:14][Si:15]([CH3:18])([CH3:17])[CH3:16])[C:4]=2[N:5]=[CH:6][N:7]=1.C([Si](C(C)C)(C(C)C)[N:23]1[CH:27]=[CH:26][C:25](B(O)O)=[CH:24]1)(C)C.C(=O)([O-])[O-].[Na+].[Na+]. The catalyst is COCCOC.O.C1C=CC([P]([Pd]([P](C2C=CC=CC=2)(C2C=CC=CC=2)C2C=CC=CC=2)([P](C2C=CC=CC=2)(C2C=CC=CC=2)C2C=CC=CC=2)[P](C2C=CC=CC=2)(C2C=CC=CC=2)C2C=CC=CC=2)(C2C=CC=CC=2)C2C=CC=CC=2)=CC=1. The product is [NH:23]1[CH:27]=[CH:26][C:25]([C:2]2[C:3]3[CH:10]=[CH:9][N:8]([CH2:11][O:12][CH2:13][CH2:14][Si:15]([CH3:18])([CH3:17])[CH3:16])[C:4]=3[N:5]=[CH:6][N:7]=2)=[CH:24]1. The yield is 0.570.